This data is from Forward reaction prediction with 1.9M reactions from USPTO patents (1976-2016). The task is: Predict the product of the given reaction. (1) Given the reactants [F:1][C:2]1[CH:9]=[CH:8][CH:7]=[CH:6][C:3]=1[CH:4]=O.[CH:10]1([NH2:13])[CH2:12][CH2:11]1, predict the reaction product. The product is: [CH:10]1([NH:13][CH2:4][C:3]2[CH:6]=[CH:7][CH:8]=[CH:9][C:2]=2[F:1])[CH2:12][CH2:11]1. (2) Given the reactants [Cl:1][C:2]1[CH:3]=[CH:4][C:5]2[C:11](=[O:12])[NH:10][C:9]3[CH:13]=[CH:14][C:15]([O:17]CC)=[CH:16][C:8]=3[NH:7][C:6]=2[CH:20]=1.B(Br)(Br)Br, predict the reaction product. The product is: [Cl:1][C:2]1[CH:3]=[CH:4][C:5]2[C:11](=[O:12])[NH:10][C:9]3[CH:13]=[CH:14][C:15]([OH:17])=[CH:16][C:8]=3[NH:7][C:6]=2[CH:20]=1. (3) Given the reactants I[C:2]1[N:11]=[C:10]2[N:4]([CH2:5][CH2:6][C:7]3[CH:23]=[CH:22][CH:21]=[CH:20][C:8]=3[CH:9]2[O:12][CH:13]2[CH2:18][CH2:17][N:16]([CH3:19])[CH2:15][CH2:14]2)[CH:3]=1.[CH:24]([B-](F)(F)F)=[CH2:25].[K+].CC(OC1C=CC=C(OC(C)C)C=1C1C(P(C2CCCCC2)C2CCCCC2)=CC=CC=1)C.C([O-])([O-])=O.[K+].[K+].C([O-])([O-])=O.[Na+].[Na+], predict the reaction product. The product is: [CH3:19][N:16]1[CH2:17][CH2:18][CH:13]([O:12][CH:9]2[C:8]3[CH:20]=[CH:21][CH:22]=[CH:23][C:7]=3[CH2:6][CH2:5][N:4]3[C:10]2=[N:11][C:2]([CH:24]=[CH2:25])=[CH:3]3)[CH2:14][CH2:15]1. (4) Given the reactants [O:1]([CH2:19][CH2:20][C:21]1([CH2:27][CH2:28]O)[CH2:26][CH2:25][CH2:24][CH2:23][CH2:22]1)[Si:2]([C:15]([CH3:18])([CH3:17])[CH3:16])([C:9]1[CH:14]=[CH:13][CH:12]=[CH:11][CH:10]=1)[C:3]1[CH:8]=[CH:7][CH:6]=[CH:5][CH:4]=1.CC(C)(O)[C:32]#[N:33].C(P(CCCC)CCCC)CCC, predict the reaction product. The product is: [O:1]([CH2:19][CH2:20][C:21]1([CH2:27][CH2:28][C:32]#[N:33])[CH2:26][CH2:25][CH2:24][CH2:23][CH2:22]1)[Si:2]([C:15]([CH3:18])([CH3:16])[CH3:17])([C:9]1[CH:14]=[CH:13][CH:12]=[CH:11][CH:10]=1)[C:3]1[CH:8]=[CH:7][CH:6]=[CH:5][CH:4]=1. (5) Given the reactants Cl[C:2]([O:4][C:5]1[CH:10]=[CH:9][C:8]([O:11][C:12]2[CH:17]=[CH:16][C:15]([C:18]([F:21])([F:20])[F:19])=[CH:14][N:13]=2)=[CH:7][CH:6]=1)=[O:3].[NH:22]1[CH2:27][CH2:26][CH:25]([CH2:28][C:29]2[N:34]=[C:33]([CH2:35][OH:36])[CH:32]=[CH:31][CH:30]=2)[CH2:24][CH2:23]1.C[Si](Cl)(C)C.CCN(C(C)C)C(C)C, predict the reaction product. The product is: [F:19][C:18]([F:21])([F:20])[C:15]1[CH:16]=[CH:17][C:12]([O:11][C:8]2[CH:9]=[CH:10][C:5]([O:4][C:2]([N:22]3[CH2:27][CH2:26][CH:25]([CH2:28][C:29]4[CH:30]=[CH:31][CH:32]=[C:33]([CH2:35][OH:36])[N:34]=4)[CH2:24][CH2:23]3)=[O:3])=[CH:6][CH:7]=2)=[N:13][CH:14]=1. (6) Given the reactants C(=O)([O-])O[C:3]1[CH:8]=[CH:7][C:6]([N+]([O-])=O)=[CH:5][CH:4]=1.Cl.C[Si](C)(C)C[CH2:18][O:19][C:20]([N:22]1CCC(C2C=CC=C(CN)C=2)CC1)=[O:21].CN([C:41]1[CH:46]=[CH:45][CH:44]=[CH:43][N:42]=1)C.C(N(C(C)C)CC)(C)C, predict the reaction product. The product is: [C:20](=[O:21])([O:19][CH2:18][C:3]1[CH:4]=[CH:5][CH:6]=[C:7]([CH:45]2[CH2:46][CH2:41][NH:42][CH2:43][CH2:44]2)[CH:8]=1)[NH2:22]. (7) Given the reactants [CH3:1][O:2][C:3]1[CH:19]=[CH:18][CH:17]=[CH:16][C:4]=1[O:5][CH2:6][CH2:7][N:8]1[CH2:12][C@H:11]([CH2:13][OH:14])[O:10][C:9]1=[O:15].C(N([CH2:25][CH3:26])CC)C.[C:27]1(C)[CH:32]=C[C:30]([S:33](Cl)(=[O:35])=[O:34])=[CH:29][CH:28]=1, predict the reaction product. The product is: [C:25]1([CH3:26])[C:30]([S:33]([O:14][CH2:13][C@@H:11]2[O:10][C:9](=[O:15])[N:8]([CH2:7][CH2:6][O:5][C:4]3[CH:16]=[CH:17][CH:18]=[CH:19][C:3]=3[O:2][CH3:1])[CH2:12]2)(=[O:35])=[O:34])=[CH:29][CH:28]=[CH:27][CH:32]=1.